This data is from TCR-epitope binding with 47,182 pairs between 192 epitopes and 23,139 TCRs. The task is: Binary Classification. Given a T-cell receptor sequence (or CDR3 region) and an epitope sequence, predict whether binding occurs between them. (1) The epitope is LLWNGPMAV. The TCR CDR3 sequence is CASSDMAGNQPQHF. Result: 1 (the TCR binds to the epitope). (2) The epitope is KAYNVTQAF. The TCR CDR3 sequence is CASSVRDRGTYNEQFF. Result: 1 (the TCR binds to the epitope). (3) The epitope is HSKKKCDEL. The TCR CDR3 sequence is CASSKSPTGTHSTDTQYF. Result: 0 (the TCR does not bind to the epitope). (4) The epitope is NEGVKAAW. The TCR CDR3 sequence is CASTERGVLTDTQYF. Result: 1 (the TCR binds to the epitope). (5) The epitope is TSNQVAVLY. The TCR CDR3 sequence is CASSLGLATYNEQFF. Result: 1 (the TCR binds to the epitope). (6) The epitope is VLWAHGFEL. The TCR CDR3 sequence is CASSYGAGEQFF. Result: 1 (the TCR binds to the epitope). (7) The epitope is RLRAEAQVK. The TCR CDR3 sequence is CASRPGGHEGEKLFF. Result: 1 (the TCR binds to the epitope). (8) The epitope is HTTDPSFLGRY. The TCR CDR3 sequence is CASSDTGGGWSDTQYF. Result: 0 (the TCR does not bind to the epitope). (9) The epitope is TLIGDCATV. The TCR CDR3 sequence is CASSLGGANTEAFF. Result: 1 (the TCR binds to the epitope).